This data is from Reaction yield outcomes from USPTO patents with 853,638 reactions. The task is: Predict the reaction yield, written as a fraction of the theoretical maximum amount of product (1.0 means a 100% yield; for example, 0.34 means a 34% yield). The reactants are [CH3:1][O:2][C:3]1[CH:4]=[C:5]2[C:10](=[CH:11][C:12]=1[OH:13])[N:9]=[CH:8][CH:7]=[C:6]2[O:14][C:15]1[C:16]([C:23]2[CH:28]=[CH:27][C:26]([CH3:29])=[CH:25][N:24]=2)=[N:17][C:18]([CH3:22])=[C:19]([CH3:21])[CH:20]=1.C(=O)([O-])[O-].[K+].[K+].Br[CH2:37][CH2:38][CH2:39][OH:40]. The catalyst is CN(C)C=O. The product is [CH3:1][O:2][C:3]1[CH:4]=[C:5]2[C:10](=[CH:11][C:12]=1[O:13][CH2:37][CH2:38][CH2:39][OH:40])[N:9]=[CH:8][CH:7]=[C:6]2[O:14][C:15]1[C:16]([C:23]2[CH:28]=[CH:27][C:26]([CH3:29])=[CH:25][N:24]=2)=[N:17][C:18]([CH3:22])=[C:19]([CH3:21])[CH:20]=1. The yield is 0.460.